Regression/Classification. Given a drug SMILES string, predict its absorption, distribution, metabolism, or excretion properties. Task type varies by dataset: regression for continuous measurements (e.g., permeability, clearance, half-life) or binary classification for categorical outcomes (e.g., BBB penetration, CYP inhibition). Dataset: hlm. From a dataset of Human liver microsome stability data. (1) The drug is CS(=O)(=O)c1cccc(OC2CCN(C(=O)NCc3ccc(Cl)cc3Cl)CC2)c1. The result is 1 (stable in human liver microsomes). (2) The drug is CCc1nn(CCN)c(CC)c1Oc1cc(C#N)cc(C#N)c1. The result is 0 (unstable in human liver microsomes). (3) The molecule is CC(=O)CC[C@H]1C(=O)N[C@@H](C(C)C)C(=O)N[C@@H](Cc2cccc(O)c2)C(=O)N2CCCC(N2)C(=O)O[C@H](C(C)=CC=CC(=O)Nc2cccnc2)CC=CC=C[C@H](O)[C@H](C)[C@H]1O. The result is 1 (stable in human liver microsomes). (4) The molecule is CCCCCC(C)NCc1coc(-c2cccc(OC)c2)n1. The result is 0 (unstable in human liver microsomes). (5) The molecule is CC(C)C(=O)Nc1ccc2oc(-c3ccc(Cl)cc3)nc2c1. The result is 0 (unstable in human liver microsomes).